Dataset: CYP2D6 inhibition data for predicting drug metabolism from PubChem BioAssay. Task: Regression/Classification. Given a drug SMILES string, predict its absorption, distribution, metabolism, or excretion properties. Task type varies by dataset: regression for continuous measurements (e.g., permeability, clearance, half-life) or binary classification for categorical outcomes (e.g., BBB penetration, CYP inhibition). Dataset: cyp2d6_veith. (1) The compound is O=C1C=C2C=C[C@H]3C[C@@]2(O1)[C@H]1CCCCN31. The result is 0 (non-inhibitor). (2) The drug is CC(C)(SCc1ccccc1)[C@H](N)C(=O)O. The result is 0 (non-inhibitor). (3) The molecule is O=c1c(-c2ccc(Cl)cc2)[n+]([O-])c2ccccc2n1OCc1ccccn1. The result is 0 (non-inhibitor). (4) The molecule is Cc1nc(NC(=O)c2ccccc2)sc1-c1csc(Nc2cccc(F)c2)n1. The result is 1 (inhibitor). (5) The molecule is COC(=O)c1nnn(Cc2ccccc2)c1N. The result is 0 (non-inhibitor). (6) The drug is O=C(c1cc(-c2ccncc2)nc2ccccc12)N1CCN(c2ccc(N3CCOCC3)nn2)CC1. The result is 0 (non-inhibitor).